This data is from Full USPTO retrosynthesis dataset with 1.9M reactions from patents (1976-2016). The task is: Predict the reactants needed to synthesize the given product. (1) Given the product [CH3:1][C:2]1[C:6]2[N:7]=[C:8]([C:10]3[S:11][CH:12]=[CH:13][CH:14]=3)[C:16]3[CH:17]=[CH:18][CH:19]=[CH:20][C:15]=3[C:5]=2[NH:4][N:3]=1, predict the reactants needed to synthesize it. The reactants are: [CH3:1][C:2]1[C:6]([NH:7][C:8]([C:10]2[S:11][CH:12]=[CH:13][CH:14]=2)=O)=[C:5]([C:15]2[CH:20]=[CH:19][CH:18]=[CH:17][CH:16]=2)[NH:4][N:3]=1.O=P12OP3(OP(OP(O3)(O1)=O)(=O)O2)=O. (2) Given the product [CH2:11]1[N:12]([CH2:15][CH2:16][CH2:17][CH2:18][O:19][C:20]2[CH:21]=[CH:22][C:23]3[CH:30]=[CH:29][C:27]([NH:26][C:24]=3[CH:25]=2)=[O:28])[CH2:13][CH2:14][N:9]([C:3]2[CH:2]=[CH:1][CH:6]=[C:5]([Cl:7])[C:4]=2[Cl:8])[CH2:10]1, predict the reactants needed to synthesize it. The reactants are: [CH:1]1[CH:2]=[C:3]([N:9]2[CH2:14][CH2:13][N:12]([CH2:15][CH2:16][CH2:17][CH2:18][O:19][C:20]3[CH:21]=[CH:22][C:23]4[CH2:30][CH2:29][C:27](=[O:28])[NH:26][C:24]=4[CH:25]=3)[CH2:11][CH2:10]2)[C:4]([Cl:8])=[C:5]([Cl:7])[CH:6]=1.FC(F)(F)C(O)=O.O.[OH-].[Na+]. (3) Given the product [NH2:1][CH2:2][CH2:3][CH2:4][CH2:5][CH2:6][CH2:7][CH2:8][CH2:9][CH2:10][CH2:11][C:12]([O-:14])=[O:13].[CH3:16][N+:17]([CH3:20])([CH3:19])[CH3:18], predict the reactants needed to synthesize it. The reactants are: [NH2:1][CH2:2][CH2:3][CH2:4][CH2:5][CH2:6][CH2:7][CH2:8][CH2:9][CH2:10][CH2:11][C:12]([OH:14])=[O:13].[OH-].[CH3:16][N+:17]([CH3:20])([CH3:19])[CH3:18]. (4) Given the product [CH3:1][Si:2]([CH3:10])([CH3:9])[O:3][C:4]([CH3:8])(/[CH:6]=[CH:7]/[B:14]1[O:15][C:16]([CH3:18])([CH3:17])[C:12]([CH3:19])([CH3:11])[O:13]1)[CH3:5], predict the reactants needed to synthesize it. The reactants are: [CH3:1][Si:2]([CH3:10])([CH3:9])[O:3][C:4]([CH3:8])([C:6]#[CH:7])[CH3:5].[CH3:11][C:12]1([CH3:19])[C:16]([CH3:18])([CH3:17])[O:15][BH:14][O:13]1.C12CCCC(CCC1)B12[H]B2(C3CCCC2CCC3)[H]1.